The task is: Predict the reaction yield, written as a fraction of the theoretical maximum amount of product (1.0 means a 100% yield; for example, 0.34 means a 34% yield).. This data is from Reaction yield outcomes from USPTO patents with 853,638 reactions. (1) The reactants are [Cl:1][C:2]1[CH:3]=[C:4]([CH:9]=[CH:10][N:11]=1)[C:5](OC)=[O:6].[BH4-].[Li+]. The catalyst is C1COCC1.CO. The product is [Cl:1][C:2]1[CH:3]=[C:4]([CH2:5][OH:6])[CH:9]=[CH:10][N:11]=1. The yield is 0.708. (2) The reactants are [I:1][C:2]1[NH:6][C:5]([C@@H:7]2[CH2:11][C@H:10]([CH3:12])[CH2:9][N:8]2C(OC(C)(C)C)=O)=[N:4][CH:3]=1.Cl. The catalyst is CO.O1CCOCC1. The product is [I:1][C:2]1[NH:6][C:5]([C@@H:7]2[CH2:11][C@H:10]([CH3:12])[CH2:9][NH:8]2)=[N:4][CH:3]=1. The yield is 0.925. (3) The reactants are O[CH2:2][C:3]1[CH:8]=[CH:7][N:6]([CH3:9])[C:5](=[O:10])[CH:4]=1.[Br-:11].[Br-].C1(P(C2C=CC=CC=2)C2C=CC=CC=2)C=CC=CC=1. The catalyst is C(Cl)Cl. The product is [Br:11][CH2:2][C:3]1[CH:8]=[CH:7][N:6]([CH3:9])[C:5](=[O:10])[CH:4]=1. The yield is 0.630. (4) The reactants are [Cl:1][C:2]1[C:7]([Cl:8])=[CH:6][C:5]([OH:9])=[C:4]([N+:10]([O-])=O)[CH:3]=1. The catalyst is C(O)(=O)C.O.[Fe]. The product is [NH2:10][C:4]1[CH:3]=[C:2]([Cl:1])[C:7]([Cl:8])=[CH:6][C:5]=1[OH:9]. The yield is 0.780. (5) The reactants are [C:1]([NH:4][C:5]1[CH:10]=[CH:9][C:8]([C:11]#[C:12][C:13]2[CH:18]=[CH:17][C:16]([CH2:19][C:20]([NH:22][NH:23][C:24]([O:26][C:27]([CH3:30])([CH3:29])[CH3:28])=[O:25])=[O:21])=[CH:15][CH:14]=2)=[CH:7][CH:6]=1)(=[O:3])[CH3:2]. The catalyst is O1CCCC1CO.[C].[Pd]. The product is [C:1]([NH:4][C:5]1[CH:10]=[CH:9][C:8]([CH2:11][CH2:12][C:13]2[CH:18]=[CH:17][C:16]([CH2:19][C:20]([NH:22][NH:23][C:24]([O:26][C:27]([CH3:30])([CH3:29])[CH3:28])=[O:25])=[O:21])=[CH:15][CH:14]=2)=[CH:7][CH:6]=1)(=[O:3])[CH3:2]. The yield is 0.820. (6) The reactants are [N:1]1[C:10]2[C:5](=[CH:6][CH:7]=[CH:8][CH:9]=2)[CH:4]=[CH:3][C:2]=1[N:11]1[CH2:14][CH:13]([C:15]2[C:16]([N:21]3[CH2:27][CH2:26][CH2:25][N:24](C(OC(C)(C)C)=O)[CH2:23][CH2:22]3)=[N:17][CH:18]=[CH:19][N:20]=2)[CH2:12]1.Cl.C(OCC)C. No catalyst specified. The product is [N:21]1([C:16]2[C:15]([CH:13]3[CH2:12][N:11]([C:2]4[CH:3]=[CH:4][C:5]5[C:10](=[CH:9][CH:8]=[CH:7][CH:6]=5)[N:1]=4)[CH2:14]3)=[N:20][CH:19]=[CH:18][N:17]=2)[CH2:27][CH2:26][CH2:25][NH:24][CH2:23][CH2:22]1. The yield is 0.870. (7) The reactants are [CH3:1][S-:2].[Na+].Cl[C:5]1[C:18]2[C:9](=[C:10]3[C:15](=[C:16]([O:19][CH3:20])[CH:17]=2)[CH:14]=[CH:13][CH:12]=[N:11]3)[N:8]=[C:7]([CH2:21][OH:22])[CH:6]=1. The catalyst is CO. The product is [CH3:20][O:19][C:16]1[CH:17]=[C:18]2[C:9](=[C:10]3[C:15]=1[CH:14]=[CH:13][CH:12]=[N:11]3)[N:8]=[C:7]([CH2:21][OH:22])[CH:6]=[C:5]2[S:2][CH3:1]. The yield is 0.420. (8) The reactants are [CH3:1][O:2][C:3]([C@@H:5]([N:13]1[CH2:21][C:17]2[CH:18]=[CH:19][S:20][C:16]=2[CH2:15][CH2:14]1)[C:6]1[CH:7]=[CH:8][CH:9]=[CH:10][C:11]=1[Cl:12])=[O:4].[S:22](=[O:26])(=[O:25])([OH:24])[OH:23]. The catalyst is CC(O)C.C1CCCCC1. The product is [CH3:1][O:2][C:3]([C@@H:5]([N:13]1[CH2:21][C:17]2[CH:18]=[CH:19][S:20][C:16]=2[CH2:15][CH2:14]1)[C:6]1[CH:7]=[CH:8][CH:9]=[CH:10][C:11]=1[Cl:12])=[O:4].[OH:25][S:22]([OH:26])(=[O:24])=[O:23]. The yield is 0.940. (9) The reactants are [N:1]1[C:10]2[CH:9]([CH:11]([NH2:16])[CH2:12][CH2:13][CH2:14][NH2:15])[CH2:8][CH2:7][CH2:6][C:5]=2[CH:4]=[CH:3][CH:2]=1.[CH:17](=O)[C:18]1[CH:23]=[CH:22][CH:21]=[CH:20][CH:19]=1.[BH4-].[Na+]. The catalyst is CO. The product is [N:1]1[C:10]2[CH:9]([CH:11]([NH:16][CH2:17][C:18]3[CH:23]=[CH:22][CH:21]=[CH:20][CH:19]=3)[CH2:12][CH2:13][CH2:14][NH2:15])[CH2:8][CH2:7][CH2:6][C:5]=2[CH:4]=[CH:3][CH:2]=1. The yield is 0.490. (10) The reactants are [CH3:1][N:2]1[CH2:7][CH2:6][N:5]([CH2:8][CH2:9][O:10][C:11]2[CH:16]=[CH:15][N:14]3[C:17]([C:20]([OH:22])=O)=[CH:18][N:19]=[C:13]3[CH:12]=2)[CH2:4][CH2:3]1.P(Cl)(Cl)([Cl:25])=O.[NH2:28][C:29]1[CH:37]=[CH:36][CH:35]=[C:34]2[C:30]=1[CH:31]=[N:32][N:33]2[CH2:38][C:39]1[C:40](=[O:46])[N:41]([CH3:45])[CH:42]=[CH:43][CH:44]=1. The catalyst is CC(N(C)C)=O. The product is [ClH:25].[ClH:25].[CH3:45][N:41]1[CH:42]=[CH:43][CH:44]=[C:39]([CH2:38][N:33]2[C:34]3[C:30](=[C:29]([NH:28][C:20]([C:17]4[N:14]5[CH:15]=[CH:16][C:11]([O:10][CH2:9][CH2:8][N:5]6[CH2:6][CH2:7][N:2]([CH3:1])[CH2:3][CH2:4]6)=[CH:12][C:13]5=[N:19][CH:18]=4)=[O:22])[CH:37]=[CH:36][CH:35]=3)[CH:31]=[N:32]2)[C:40]1=[O:46]. The yield is 0.410.